Dataset: Full USPTO retrosynthesis dataset with 1.9M reactions from patents (1976-2016). Task: Predict the reactants needed to synthesize the given product. (1) Given the product [Cl:9][C:4]1[CH:5]=[C:6]([C:17]2[O:18][C:19]([CH3:10])=[CH:15][CH:16]=2)[N:7]=[C:2]([NH2:1])[N:3]=1, predict the reactants needed to synthesize it. The reactants are: [NH2:1][C:2]1[N:7]=[C:6](Cl)[CH:5]=[C:4]([Cl:9])[N:3]=1.[C:10]([O-])(O)=O.[Na+].[CH2:15]1[CH2:19][O:18][CH2:17][CH2:16]1. (2) Given the product [CH3:15][C@H:9]1[C:8]([C:5]2[CH:6]=[CH:7][C:2]([NH:1][N:17]=[C:22]([C:21]#[N:25])[C:23]#[N:24])=[CH:3][CH:4]=2)=[N:13][NH:12][C:11](=[O:14])[CH2:10]1, predict the reactants needed to synthesize it. The reactants are: [NH2:1][C:2]1[CH:7]=[CH:6][C:5]([C:8]2[CH:9]([CH3:15])[CH2:10][C:11](=[O:14])[NH:12][N:13]=2)=[CH:4][CH:3]=1.Cl.[N:17]([O-])=O.[Na+].[C:21](#[N:25])[CH2:22][C:23]#[N:24].C([O-])(=O)C.[Na+]. (3) Given the product [Cl:1][C:2]1[CH:3]=[CH:4][C:5]([C@H:8]2[C@@H:12]([C:13]3[CH:14]=[CH:15][C:16]([Cl:19])=[CH:17][CH:18]=3)[N:11]([C:20]([N:48]3[CH2:49][CH2:50][N:45]([C:43]([C:42]4[C:38]([CH3:37])=[N:39][O:40][C:41]=4[CH3:51])=[O:44])[CH2:46][CH2:47]3)=[O:21])[C:10]([C:23]3[CH:28]=[C:27]([C:29]([CH3:30])([CH3:31])[C:32]#[N:33])[CH:26]=[CH:25][C:24]=3[O:34][CH2:35][CH3:36])=[N:9]2)=[CH:6][CH:7]=1, predict the reactants needed to synthesize it. The reactants are: [Cl:1][C:2]1[CH:7]=[CH:6][C:5]([C@H:8]2[C@@H:12]([C:13]3[CH:18]=[CH:17][C:16]([Cl:19])=[CH:15][CH:14]=3)[N:11]([C:20](Cl)=[O:21])[C:10]([C:23]3[CH:28]=[C:27]([C:29]([C:32]#[N:33])([CH3:31])[CH3:30])[CH:26]=[CH:25][C:24]=3[O:34][CH2:35][CH3:36])=[N:9]2)=[CH:4][CH:3]=1.[CH3:37][C:38]1[C:42]([C:43]([N:45]2[CH2:50][CH2:49][NH:48][CH2:47][CH2:46]2)=[O:44])=[C:41]([CH3:51])[O:40][N:39]=1. (4) Given the product [NH:22]([C:2]1[N:7]=[N:6][C:5]([C:8]2[CH2:13][CH2:12][N:11]([C:14]([O:16][C:17]([CH3:20])([CH3:19])[CH3:18])=[O:15])[CH2:10][CH:9]=2)=[CH:4][CH:3]=1)[NH2:23], predict the reactants needed to synthesize it. The reactants are: Cl[C:2]1[N:7]=[N:6][C:5]([C:8]2[CH2:13][CH2:12][N:11]([C:14]([O:16][C:17]([CH3:20])([CH3:19])[CH3:18])=[O:15])[CH2:10][CH:9]=2)=[CH:4][CH:3]=1.O.[NH2:22][NH2:23]. (5) Given the product [ClH:36].[NH2:8][C:9]1[C:10]2[C:14]([CH:15]=[CH:16][CH:17]=1)=[N:13][N:12]1[C:18]([CH:23]3[CH2:28][CH2:27][NH:26][CH2:25][CH2:24]3)=[CH:19][C:20](=[O:22])[NH:21][C:11]=21, predict the reactants needed to synthesize it. The reactants are: C(OC([NH:8][C:9]1[C:10]2[C:14]([CH:15]=[CH:16][CH:17]=1)=[N:13][N:12]1[C:18]([CH:23]3[CH2:28][CH2:27][N:26](C(OC(C)(C)C)=O)[CH2:25][CH2:24]3)=[CH:19][C:20](=[O:22])[NH:21][C:11]=21)=O)(C)(C)C.[ClH:36]. (6) Given the product [CH3:1][O:2][C:3](=[O:37])[N:4]=[C:5]([S:35][CH3:36])[C:6](=[N:17][C:18]1[CH:23]=[CH:22][C:21]([C:24]#[N:25])=[C:20]([CH2:26][NH:27][C:28]([O:30][C:31]([CH3:32])([CH3:33])[CH3:34])=[O:29])[CH:19]=1)[C:7]1[CH:12]=[C:11]([CH2:13][CH3:14])[CH:10]=[C:9]([O:15][CH2:50][CH2:51][O:52][Si:53]([CH:57]([CH3:58])[CH3:59])([CH:54]([CH3:56])[CH3:55])[CH:60]([CH3:61])[CH3:62])[C:8]=1[F:16], predict the reactants needed to synthesize it. The reactants are: [CH3:1][O:2][C:3](=[O:37])[N:4]=[C:5]([S:35][CH3:36])[C:6](=[N:17][C:18]1[CH:23]=[CH:22][C:21]([C:24]#[N:25])=[C:20]([CH2:26][NH:27][C:28]([O:30][C:31]([CH3:34])([CH3:33])[CH3:32])=[O:29])[CH:19]=1)[C:7]1[CH:12]=[C:11]([CH2:13][CH3:14])[CH:10]=[C:9]([OH:15])[C:8]=1[F:16].CN(C=O)C.C(=O)([O-])[O-].[Cs+].[Cs+].I[CH2:50][CH2:51][O:52][Si:53]([CH:60]([CH3:62])[CH3:61])([CH:57]([CH3:59])[CH3:58])[CH:54]([CH3:56])[CH3:55]. (7) Given the product [NH:7]1[C:8]2[C:4](=[CH:3][C:2]([NH:1][C:20]([NH2:19])=[S:21])=[CH:10][CH:9]=2)[CH:5]=[CH:6]1, predict the reactants needed to synthesize it. The reactants are: [NH2:1][C:2]1[CH:3]=[C:4]2[C:8](=[CH:9][CH:10]=1)[NH:7][CH:6]=[CH:5]2.C([N:19]=[C:20]=[S:21])(=O)C1C=CC=CC=1.